Dataset: Retrosynthesis with 50K atom-mapped reactions and 10 reaction types from USPTO. Task: Predict the reactants needed to synthesize the given product. (1) Given the product Oc1cc(-c2ccccc2)cc(-c2ccccc2)c1, predict the reactants needed to synthesize it. The reactants are: COc1cc(-c2ccccc2)cc(-c2ccccc2)c1. (2) Given the product C[C@H](N)COc1cc(Nc2ncc3cc(C#C[Si](C)(C)C)ccc3n2)cc(-c2cnn(C)c2)c1, predict the reactants needed to synthesize it. The reactants are: C[C@@H](COc1cc(Nc2ncc3cc(C#C[Si](C)(C)C)ccc3n2)cc(-c2cnn(C)c2)c1)NC(=O)OC(C)(C)C. (3) The reactants are: O=C(CBr)c1ccc(Br)cn1.c1c[nH]cn1. Given the product O=C(Cn1ccnc1)c1ccc(Br)cn1, predict the reactants needed to synthesize it. (4) Given the product CNS(=O)(=O)c1cccc(C(=O)O)c1Cl, predict the reactants needed to synthesize it. The reactants are: CNS(=O)(=O)c1cccc(C(=O)OC)c1Cl. (5) The reactants are: CC1(CO[Si](C)(C)C(C)(C)C)Cc2nnc(C3(c4ccc(Br)cc4)CC3)n2CCS1.Cn1nccc1B1OC(C)(C)C(C)(C)O1. Given the product Cn1nccc1-c1ccc(C2(c3nnc4n3CCSC(C)(CO[Si](C)(C)C(C)(C)C)C4)CC2)cc1, predict the reactants needed to synthesize it. (6) Given the product COc1cnccc1CC(CO)NC(=S)NC(C)(C)C, predict the reactants needed to synthesize it. The reactants are: CC(C)(C)N=C=S.COc1cnccc1CC(N)CO. (7) The reactants are: N#CCCCc1c[nH]c(-c2ccc(F)cc2)c1-c1ccncc1. Given the product NCCCCc1c[nH]c(-c2ccc(F)cc2)c1-c1ccncc1, predict the reactants needed to synthesize it. (8) Given the product O=S1(=O)N(Cc2cccc(CBr)c2)c2ccccc2N1c1ccccc1F, predict the reactants needed to synthesize it. The reactants are: BrCc1cccc(CBr)c1.O=S1(=O)Nc2ccccc2N1c1ccccc1F.